Predict the reactants needed to synthesize the given product. From a dataset of Full USPTO retrosynthesis dataset with 1.9M reactions from patents (1976-2016). (1) Given the product [C:12]1([C:15]2[CH:20]=[CH:19][CH:18]=[CH:17][CH:16]=2)[CH:13]=[CH:14][C:9]([CH2:8][C@@H:7]([NH:21][C:22]([C:24]2[N:35]([CH3:34])[CH:26]=[C:27]([OH:31])[C:28](=[O:30])[CH:29]=2)=[O:23])[CH2:6][C@@H:5]([CH3:32])[C:4]([OH:3])=[O:33])=[CH:10][CH:11]=1, predict the reactants needed to synthesize it. The reactants are: C([O:3][C:4](=[O:33])[C@H:5]([CH3:32])[CH2:6][C@H:7]([NH:21][C:22]([C:24]1O[CH:26]=[C:27]([OH:31])[C:28](=[O:30])[CH:29]=1)=[O:23])[CH2:8][C:9]1[CH:14]=[CH:13][C:12]([C:15]2[CH:20]=[CH:19][CH:18]=[CH:17][CH:16]=2)=[CH:11][CH:10]=1)C.[CH3:34][NH2:35]. (2) Given the product [CH3:25][O:24][C:11]1[CH:12]=[C:13]([C:20]([F:21])([F:22])[F:23])[CH:14]=[C:15]([C:16]([F:19])([F:18])[F:17])[C:10]=1[C:9]([NH:8][C@@H:3]1[CH2:4][CH2:5][CH2:6][CH2:7][C@@H:2]1[N:1]1[CH2:32][CH2:31][CH2:30][CH2:29][CH2:28]1)=[O:26], predict the reactants needed to synthesize it. The reactants are: [NH2:1][C@H:2]1[CH2:7][CH2:6][CH2:5][CH2:4][C@H:3]1[NH:8][C:9](=[O:26])[C:10]1[C:15]([C:16]([F:19])([F:18])[F:17])=[CH:14][C:13]([C:20]([F:23])([F:22])[F:21])=[CH:12][C:11]=1[O:24][CH3:25].Br[CH2:28][CH2:29][CH2:30][CH2:31][CH2:32]Br. (3) Given the product [C:23]([C:17]1([C:14]2[CH:15]=[CH:16][C:11]([NH:10][C:8]([C:5]3[NH:6][CH:7]=[C:3]([C:1]#[N:2])[N:4]=3)=[O:9])=[C:12]([C:26]3[CH2:31][CH2:30][CH2:29][CH2:28][CH:27]=3)[CH:13]=2)[CH2:18][CH2:19][O:20][CH2:21][CH2:22]1)(=[O:24])[NH2:39], predict the reactants needed to synthesize it. The reactants are: [C:1]([C:3]1[N:4]=[C:5]([C:8]([NH:10][C:11]2[CH:16]=[CH:15][C:14]([C:17]3([C:23](O)=[O:24])[CH2:22][CH2:21][O:20][CH2:19][CH2:18]3)=[CH:13][C:12]=2[C:26]2[CH2:31][CH2:30][CH2:29][CH2:28][CH:27]=2)=[O:9])[NH:6][CH:7]=1)#[N:2].ClC(OC)=O.CC[N:39](C(C)C)C(C)C.[OH-].[NH4+]. (4) The reactants are: [CH3:1][C:2]([CH3:25])([CH3:24])[C:3]([C:5]1[C:13]2[C:8](=[N:9][CH:10]=[C:11]([C:14]3[CH:19]=[CH:18][CH:17]=[C:16]([Si](C)(C)C)[CH:15]=3)[N:12]=2)[NH:7][CH:6]=1)=[O:4].C(=O)([O-])[O-].[K+].[K+].[I:32]Cl. Given the product [I:32][C:16]1[CH:15]=[C:14]([C:11]2[N:12]=[C:13]3[C:5]([C:3](=[O:4])[C:2]([CH3:25])([CH3:24])[CH3:1])=[CH:6][NH:7][C:8]3=[N:9][CH:10]=2)[CH:19]=[CH:18][CH:17]=1, predict the reactants needed to synthesize it. (5) Given the product [Cl:11][C:12]1[N:13]=[CH:14][N:15]([C:2]2[N:7]=[C:6]([S:8][CH3:9])[C:5]([CH3:10])=[CH:4][N:3]=2)[C:16]=1[Cl:17], predict the reactants needed to synthesize it. The reactants are: Cl[C:2]1[N:7]=[C:6]([S:8][CH3:9])[C:5]([CH3:10])=[CH:4][N:3]=1.[Cl:11][C:12]1[N:13]=[CH:14][NH:15][C:16]=1[Cl:17].C(=O)([O-])[O-].[Na+].[Na+].